Dataset: NCI-60 drug combinations with 297,098 pairs across 59 cell lines. Task: Regression. Given two drug SMILES strings and cell line genomic features, predict the synergy score measuring deviation from expected non-interaction effect. (1) Drug 1: CC(C1=C(C=CC(=C1Cl)F)Cl)OC2=C(N=CC(=C2)C3=CN(N=C3)C4CCNCC4)N. Drug 2: C1=CC(=C2C(=C1NCCNCCO)C(=O)C3=C(C=CC(=C3C2=O)O)O)NCCNCCO. Cell line: KM12. Synergy scores: CSS=76.0, Synergy_ZIP=17.8, Synergy_Bliss=15.4, Synergy_Loewe=19.2, Synergy_HSA=21.5. (2) Drug 1: COC1=C(C=C2C(=C1)N=CN=C2NC3=CC(=C(C=C3)F)Cl)OCCCN4CCOCC4. Drug 2: CC1=C(C(=O)C2=C(C1=O)N3CC4C(C3(C2COC(=O)N)OC)N4)N. Cell line: OVCAR-5. Synergy scores: CSS=68.8, Synergy_ZIP=-3.01, Synergy_Bliss=0.371, Synergy_Loewe=4.31, Synergy_HSA=6.06. (3) Drug 1: C(CC(=O)O)C(=O)CN.Cl. Drug 2: CC1=C(C(=O)C2=C(C1=O)N3CC4C(C3(C2COC(=O)N)OC)N4)N. Cell line: RPMI-8226. Synergy scores: CSS=35.3, Synergy_ZIP=-11.8, Synergy_Bliss=-7.62, Synergy_Loewe=-4.52, Synergy_HSA=-1.56. (4) Drug 1: CC12CCC(CC1=CCC3C2CCC4(C3CC=C4C5=CN=CC=C5)C)O. Drug 2: C1CN(CCN1C(=O)CCBr)C(=O)CCBr. Cell line: HT29. Synergy scores: CSS=16.2, Synergy_ZIP=-6.93, Synergy_Bliss=0.0341, Synergy_Loewe=-1.07, Synergy_HSA=0.288. (5) Synergy scores: CSS=-2.19, Synergy_ZIP=3.35, Synergy_Bliss=2.73, Synergy_Loewe=-3.64, Synergy_HSA=-2.63. Drug 2: C1CNP(=O)(OC1)N(CCCl)CCCl. Cell line: M14. Drug 1: C1CC(=O)NC(=O)C1N2C(=O)C3=CC=CC=C3C2=O. (6) Drug 1: C1=CC(=CC=C1CCC2=CNC3=C2C(=O)NC(=N3)N)C(=O)NC(CCC(=O)O)C(=O)O. Drug 2: CC(C)(C#N)C1=CC(=CC(=C1)CN2C=NC=N2)C(C)(C)C#N. Cell line: 786-0. Synergy scores: CSS=14.9, Synergy_ZIP=-3.00, Synergy_Bliss=-4.02, Synergy_Loewe=-4.09, Synergy_HSA=-2.31.